This data is from Catalyst prediction with 721,799 reactions and 888 catalyst types from USPTO. The task is: Predict which catalyst facilitates the given reaction. Product: [C:16]1([C@@H:14]2[CH2:15][C@H:13]2[N:6]([CH2:5][CH:3]2[CH2:2][N:1]([CH2:29][C:30]3[CH:39]=[CH:38][C:33]([C:34]([O:36][CH3:37])=[O:35])=[CH:32][CH:31]=3)[CH2:4]2)[C:7](=[O:12])[C:8]([F:11])([F:10])[F:9])[CH:21]=[CH:20][CH:19]=[CH:18][CH:17]=1. Reactant: [NH:1]1[CH2:4][CH:3]([CH2:5][N:6]([C@@H:13]2[CH2:15][C@H:14]2[C:16]2[CH:21]=[CH:20][CH:19]=[CH:18][CH:17]=2)[C:7](=[O:12])[C:8]([F:11])([F:10])[F:9])[CH2:2]1.C([O-])([O-])=O.[K+].[K+].Br[CH2:29][C:30]1[CH:39]=[CH:38][C:33]([C:34]([O:36][CH3:37])=[O:35])=[CH:32][CH:31]=1. The catalyst class is: 47.